Dataset: Reaction yield outcomes from USPTO patents with 853,638 reactions. Task: Predict the reaction yield, written as a fraction of the theoretical maximum amount of product (1.0 means a 100% yield; for example, 0.34 means a 34% yield). (1) The reactants are C([Li])CCC.[Cl:6][C:7]1[C:12]([O:13][CH3:14])=[CH:11][C:10](I)=[CH:9][C:8]=1[O:16][CH:17]([CH3:19])[CH3:18].[N:20]([C:23]1[CH:32]=[CH:31][C:26]([C:27]([O:29][CH3:30])=[O:28])=[CH:25][CH:24]=1)=[C:21]=[O:22]. The catalyst is C1COCC1. The product is [Cl:6][C:7]1[C:12]([O:13][CH3:14])=[CH:11][C:10]([C:21]([NH:20][C:23]2[CH:32]=[CH:31][C:26]([C:27]([O:29][CH3:30])=[O:28])=[CH:25][CH:24]=2)=[O:22])=[CH:9][C:8]=1[O:16][CH:17]([CH3:19])[CH3:18]. The yield is 0.0600. (2) The reactants are [CH3:1][C:2]1[CH:7]=[C:6]([N+:8]([O-:10])=[O:9])[CH:5]=[CH:4][C:3]=1[NH:11][C:12](=[O:19])[C:13]1[CH:18]=[CH:17][CH:16]=[CH:15][CH:14]=1.[C:20](=O)([O-])[O-].[Cs+].[Cs+].CI. The catalyst is CN(C=O)C. The product is [CH3:20][N:11]([C:3]1[CH:4]=[CH:5][C:6]([N+:8]([O-:10])=[O:9])=[CH:7][C:2]=1[CH3:1])[C:12](=[O:19])[C:13]1[CH:14]=[CH:15][CH:16]=[CH:17][CH:18]=1. The yield is 0.950. (3) The reactants are [NH3:1].Cl[C:3]1[C:8]([CH2:9][C:10]2[CH:15]=[C:14]([Cl:16])[C:13]([O:17][CH3:18])=[CH:12][C:11]=2[CH:19]([CH3:21])[CH3:20])=[CH:7][N:6]=[C:5]([S:22][CH3:23])[N:4]=1. The catalyst is CCO. The product is [Cl:16][C:14]1[C:13]([O:17][CH3:18])=[CH:12][C:11]([CH:19]([CH3:21])[CH3:20])=[C:10]([CH:15]=1)[CH2:9][C:8]1[C:3]([NH2:1])=[N:4][C:5]([S:22][CH3:23])=[N:6][CH:7]=1. The yield is 0.920. (4) The reactants are [NH2:1][C:2]1[CH:7]=[CH:6][CH:5]=[CH:4][C:3]=1[SH:8].[Br:9][C:10]1[CH:11]=[C:12]([CH:15]=[C:16]([Br:19])[C:17]=1[OH:18])[CH:13]=O. The catalyst is CO. The product is [S:8]1[C:3]2[CH:4]=[CH:5][CH:6]=[CH:7][C:2]=2[N:1]=[C:13]1[C:12]1[CH:11]=[C:10]([Br:9])[C:17]([OH:18])=[C:16]([Br:19])[CH:15]=1. The yield is 0.160.